The task is: Binary Classification. Given a drug SMILES string, predict its activity (active/inactive) in a high-throughput screening assay against a specified biological target.. This data is from Cav3 T-type calcium channel HTS with 100,875 compounds. The drug is O1c2c(OC1)ccc(c2)C(=O)Nc1c2ncccc2cc(OC)c1. The result is 0 (inactive).